This data is from Full USPTO retrosynthesis dataset with 1.9M reactions from patents (1976-2016). The task is: Predict the reactants needed to synthesize the given product. (1) Given the product [CH3:7][O:8][C:9]1[CH:14]=[CH:13][C:12]([CH2:15][CH2:16][CH2:17][CH2:18][O:19][S:26]([C:23]2[CH:24]=[CH:25][C:20]([CH3:30])=[CH:21][CH:22]=2)(=[O:28])=[O:27])=[CH:11][CH:10]=1, predict the reactants needed to synthesize it. The reactants are: N1C=CC=CC=1.[CH3:7][O:8][C:9]1[CH:14]=[CH:13][C:12]([CH2:15][CH2:16][CH2:17][CH2:18][OH:19])=[CH:11][CH:10]=1.[C:20]1([CH3:30])[CH:25]=[CH:24][C:23]([S:26](Cl)(=[O:28])=[O:27])=[CH:22][CH:21]=1. (2) Given the product [CH2:25]([N:1]1[C:11]2=[C:12]3[C:7](=[CH:8][CH:9]=[CH:10]2)[CH:6]=[CH:5][CH2:4][N:3]3[C:2]1=[O:13])[C:26]1[CH:31]=[CH:30][CH:29]=[CH:28][CH:27]=1, predict the reactants needed to synthesize it. The reactants are: [NH:1]1[C:11]2=[C:12]3[C:7](=[CH:8][CH:9]=[CH:10]2)[CH:6]=[CH:5][CH2:4][N:3]3[C:2]1=[O:13].CC(C)([O-])C.[K+].C1COCC1.[CH2:25](Br)[C:26]1[CH:31]=[CH:30][CH:29]=[CH:28][CH:27]=1. (3) The reactants are: [NH2:1][C:2]1[C:7]([C:8]#[N:9])=[C:6]([C:10]2[CH:15]=[CH:14][C:13]([OH:16])=[CH:12][CH:11]=2)[C:5]([C:17]#[N:18])=[C:4]([SH:19])[N:3]=1.[CH2:20]([N:22]([CH2:27][CH3:28])[C:23](=[O:26])[CH2:24]Br)[CH3:21].C([O-])(O)=O.[Na+].C(Cl)Cl.CO. Given the product [NH2:1][C:2]1[N:3]=[C:4]([S:19][CH2:24][C:23]([N:22]([CH2:27][CH3:28])[CH2:20][CH3:21])=[O:26])[C:5]([C:17]#[N:18])=[C:6]([C:10]2[CH:11]=[CH:12][C:13]([OH:16])=[CH:14][CH:15]=2)[C:7]=1[C:8]#[N:9], predict the reactants needed to synthesize it.